This data is from Forward reaction prediction with 1.9M reactions from USPTO patents (1976-2016). The task is: Predict the product of the given reaction. (1) Given the reactants [ClH:1].O1CCOCC1.[OH:8][C@@H:9]1[C@H:13]2[N:14]([C:19](=[O:34])[C@@H:20]([NH:26]C(=O)OC(C)(C)C)[CH2:21][C:22]([CH3:25])([CH3:24])[CH3:23])[CH2:15][C@@H:16]([O:17][CH3:18])[C@H:12]2[O:11][CH2:10]1, predict the reaction product. The product is: [ClH:1].[NH2:26][C@@H:20]([CH2:21][C:22]([CH3:25])([CH3:24])[CH3:23])[C:19]([N:14]1[CH2:15][C@@H:16]([O:17][CH3:18])[C@H:12]2[O:11][CH2:10][C@H:9]([OH:8])[C@@H:13]12)=[O:34]. (2) Given the reactants C1CCC(N=C=NC2CCCCC2)CC1.[C:16]([OH:20])(=O)[C:17]#[CH:18].[Cl:21][C:22]1[CH:27]=[CH:26][C:25]([C:28]2[CH:33]=[CH:32][C:31]([NH2:34])=[CH:30][CH:29]=2)=[CH:24][CH:23]=1, predict the reaction product. The product is: [Cl:21][C:22]1[CH:23]=[CH:24][C:25]([C:28]2[CH:33]=[CH:32][C:31]([NH:34][C:16](=[O:20])[C:17]#[CH:18])=[CH:30][CH:29]=2)=[CH:26][CH:27]=1. (3) The product is: [CH3:1][C:2]1[CH:7]=[CH:6][C:5]([O-:8])=[CH:4][CH:3]=1.[Na+:10]. Given the reactants [CH3:1][C:2]1[CH:7]=[CH:6][C:5]([OH:8])=[CH:4][CH:3]=1.[H-].[Na+:10], predict the reaction product. (4) Given the reactants [CH3:1][C:2]1[S:6][C:5]([N:7]2[CH2:12][CH2:11][CH:10]([O:13][C:14]3[S:15][C:16]4[CH:22]=[C:21]([C:23]5[CH2:28][CH2:27][N:26](C(OC(C)(C)C)=O)[CH2:25][CH:24]=5)[CH:20]=[CH:19][C:17]=4[N:18]=3)[CH2:9][CH2:8]2)=[N:4][N:3]=1.C(O)(C(F)(F)F)=O, predict the reaction product. The product is: [CH3:1][C:2]1[S:6][C:5]([N:7]2[CH2:12][CH2:11][CH:10]([O:13][C:14]3[S:15][C:16]4[CH:22]=[C:21]([C:23]5[CH2:28][CH2:27][NH:26][CH2:25][CH:24]=5)[CH:20]=[CH:19][C:17]=4[N:18]=3)[CH2:9][CH2:8]2)=[N:4][N:3]=1. (5) Given the reactants [CH2:1]([N:3]([CH2:15][CH3:16])[CH2:4][CH2:5][O:6][C:7]1[CH:14]=[CH:13][C:10]([CH:11]=O)=[CH:9][CH:8]=1)[CH3:2].[NH2:17][C:18]1[CH:19]=[C:20]2[C:25](=[CH:26][CH:27]=1)[N:24]=[CH:23][CH:22]=[CH:21]2.C(O)(=O)C.C(O[BH-](OC(=O)C)OC(=O)C)(=O)C.[Na+].[OH-].[Na+], predict the reaction product. The product is: [N:24]1[C:25]2[C:20](=[CH:19][C:18]([NH:17][CH2:11][C:10]3[CH:13]=[CH:14][C:7]([O:6][CH2:5][CH2:4][N:3]([CH2:15][CH3:16])[CH2:1][CH3:2])=[CH:8][CH:9]=3)=[CH:27][CH:26]=2)[CH:21]=[CH:22][CH:23]=1. (6) Given the reactants [F:1][C:2]([F:32])([F:31])[CH2:3][CH2:4][CH2:5][CH:6]([C:11]1[C:12]([CH3:30])=[N:13][C:14]([N:24]2[CH2:29][CH2:28][CH2:27][CH2:26][CH2:25]2)=[N:15][C:16]=1[C:17]1[CH:22]=[CH:21][C:20]([CH3:23])=[CH:19][CH:18]=1)[C:7]([O:9]C)=[O:8].[OH-].[Na+], predict the reaction product. The product is: [F:32][C:2]([F:1])([F:31])[CH2:3][CH2:4][CH2:5][CH:6]([C:11]1[C:12]([CH3:30])=[N:13][C:14]([N:24]2[CH2:29][CH2:28][CH2:27][CH2:26][CH2:25]2)=[N:15][C:16]=1[C:17]1[CH:22]=[CH:21][C:20]([CH3:23])=[CH:19][CH:18]=1)[C:7]([OH:9])=[O:8]. (7) Given the reactants C[Mg]Br.[CH3:4]ON(C)[C:7]([C:9]1[CH:10]=[N:11][N:12]([CH2:17][C:18]2[CH:23]=[CH:22][C:21]([O:24][CH3:25])=[CH:20][CH:19]=2)[C:13]=1[CH2:14][O:15][CH3:16])=[O:8].[CH3:27]ON(C)[C:30]([C:32]1[C:33]([CH2:46][O:47][CH3:48])=[N:34][N:35]([CH2:37][C:38]2[CH:43]=[CH:42][C:41]([O:44][CH3:45])=[CH:40][CH:39]=2)[CH:36]=1)=[O:31], predict the reaction product. The product is: [CH3:25][O:24][C:21]1[CH:20]=[CH:19][C:18]([CH2:17][N:12]2[C:13]([CH2:14][O:15][CH3:16])=[C:9]([C:7](=[O:8])[CH3:27])[CH:10]=[N:11]2)=[CH:23][CH:22]=1.[CH3:45][O:44][C:41]1[CH:40]=[CH:39][C:38]([CH2:37][N:35]2[CH:36]=[C:32]([C:30](=[O:31])[CH3:4])[C:33]([CH2:46][O:47][CH3:48])=[N:34]2)=[CH:43][CH:42]=1.